This data is from M1 muscarinic receptor antagonist screen with 61,756 compounds. The task is: Binary Classification. Given a drug SMILES string, predict its activity (active/inactive) in a high-throughput screening assay against a specified biological target. (1) The drug is Fc1c(CNC2CC(=O)N(C2=O)c2ccccc2)cccc1. The result is 0 (inactive). (2) The compound is o1c(CN2Cc3c(NC2)n(c(=O)n(c3=O)C)C)ccc1. The result is 0 (inactive). (3) The compound is O=C1N(C(\C(C1=O)=C(\O)c1ccc(OCCCC)cc1)c1ccncc1)CCCOC. The result is 0 (inactive). (4) The compound is S(=O)(=O)(NCC(C)C)c1ccc(CCC(O)=O)cc1. The result is 0 (inactive). (5) The drug is o1c(CNC(=O)c2cc3nnn(c3cc2)C)ccc1. The result is 0 (inactive). (6) The drug is FC(F)(F)c1cc(N2CC=3N(C(=O)NC(C3C2=O)c2ccccc2)C)ccc1. The result is 0 (inactive). (7) The molecule is O1C(n2c3ncnc(NCc4ccccc4)c3nc2)CCCC1. The result is 0 (inactive).